From a dataset of Forward reaction prediction with 1.9M reactions from USPTO patents (1976-2016). Predict the product of the given reaction. (1) Given the reactants C(O[C:4]([C:6]1[C:7]([NH:22][C:23]2[CH:28]=[CH:27][CH:26]=[CH:25][C:24]=2[S:29]([CH3:32])(=[O:31])=[O:30])=[N:8][C:9]([NH:12][C:13]2[CH:18]=[C:17]([O:19][CH3:20])[CH:16]=[CH:15][C:14]=2[F:21])=[N:10][CH:11]=1)=[O:5])C.[NH3:33], predict the reaction product. The product is: [F:21][C:14]1[CH:15]=[CH:16][C:17]([O:19][CH3:20])=[CH:18][C:13]=1[NH:12][C:9]1[N:8]=[C:7]([NH:22][C:23]2[CH:28]=[CH:27][CH:26]=[CH:25][C:24]=2[S:29]([CH3:32])(=[O:30])=[O:31])[C:6]([C:4]([NH2:33])=[O:5])=[CH:11][N:10]=1. (2) The product is: [Cl:12][C:13]([F:17])=[C:14]([C:10]1[S:9][CH:8]=[C:7]([CH2:1][CH2:2][CH2:3][CH2:4][CH2:5][CH3:6])[CH:11]=1)[F:15]. Given the reactants [CH2:1]([C:7]1[CH:11]=[CH:10][S:9][CH:8]=1)[CH2:2][CH2:3][CH2:4][CH2:5][CH3:6].[Cl:12][C:13]([F:17])=[C:14](F)[F:15], predict the reaction product. (3) The product is: [Cl:21][C:22]1[CH:23]=[CH:24][C:25]([F:30])=[C:26]([N:28]2[C:5]([C:7]3[CH:17]=[CH:16][C:10]4[O:11][CH2:12][C:13](=[O:15])[NH:14][C:9]=4[CH:8]=3)=[CH:4][C:3]([C:2]([F:20])([F:19])[F:1])=[N:29]2)[CH:27]=1. Given the reactants [F:1][C:2]([F:20])([F:19])[C:3](=O)[CH2:4][C:5]([C:7]1[CH:17]=[CH:16][C:10]2[O:11][CH2:12][C:13](=[O:15])[NH:14][C:9]=2[CH:8]=1)=O.[Cl:21][C:22]1[CH:23]=[CH:24][C:25]([F:30])=[C:26]([NH:28][NH2:29])[CH:27]=1, predict the reaction product.